From a dataset of Catalyst prediction with 721,799 reactions and 888 catalyst types from USPTO. Predict which catalyst facilitates the given reaction. (1) Reactant: [F:1][C:2]([F:15])([F:14])[C:3]1[CH:12]=[CH:11][C:10]2[C:9]([OH:13])=[CH:8][CH:7]=[CH:6][C:5]=2[N:4]=1.C(=O)([O-])[O-].[K+].[K+].[Br:22][CH2:23][CH2:24]Br. Product: [Br:22][CH2:23][CH2:24][O:13][C:9]1[CH:8]=[CH:7][CH:6]=[C:5]2[C:10]=1[CH:11]=[CH:12][C:3]([C:2]([F:1])([F:14])[F:15])=[N:4]2. The catalyst class is: 311. (2) Reactant: [CH2:1]([C@@H:8]1[NH:13][CH2:12][CH2:11][N:10]([C:14]2[CH:19]=[CH:18][C:17]([O:20][CH3:21])=[C:16]([O:22][CH:23]3[CH2:27][CH2:26][CH2:25][CH2:24]3)[CH:15]=2)[CH2:9]1)[C:2]1[CH:7]=[CH:6][CH:5]=[CH:4][CH:3]=1.[CH3:28][S:29](Cl)(=[O:31])=[O:30]. Product: [CH2:1]([C@H:8]1[CH2:9][N:10]([C:14]2[CH:19]=[CH:18][C:17]([O:20][CH3:21])=[C:16]([O:22][CH:23]3[CH2:27][CH2:26][CH2:25][CH2:24]3)[CH:15]=2)[CH2:11][CH2:12][N:13]1[S:29]([CH3:28])(=[O:31])=[O:30])[C:2]1[CH:3]=[CH:4][CH:5]=[CH:6][CH:7]=1. The catalyst class is: 17. (3) Reactant: [CH2:1]([C@H:3]1[C@@H:7]([C:8]2[N:12]3[C:13]4[CH:19]=[CH:18][N:17](S(C5C=CC(C)=CC=5)(=O)=O)[C:14]=4[N:15]=[CH:16][C:11]3=[N:10][N:9]=2)[CH2:6][C:5](=[CH:30][C:31]([O:33][CH2:34][CH3:35])=[O:32])[CH2:4]1)[CH3:2].CCCC[N+](CCCC)(CCCC)CCCC.[F-].CCOC(C)=O. Product: [CH2:1]([C@H:3]1[C@@H:7]([C:8]2[N:12]3[C:13]4[CH:19]=[CH:18][NH:17][C:14]=4[N:15]=[CH:16][C:11]3=[N:10][N:9]=2)[CH2:6][C:5](=[CH:30][C:31]([O:33][CH2:34][CH3:35])=[O:32])[CH2:4]1)[CH3:2]. The catalyst class is: 220. (4) Reactant: [F:1][C:2]1[CH:10]=[C:9]([F:11])[C:8]([F:12])=[CH:7][C:3]=1[C:4](O)=[O:5].Cl.CN(C)CCCN=C=NCC.C(N(CC)CC)C.[CH3:32][N:33]([CH3:38])[S:34]([NH2:37])(=[O:36])=[O:35]. Product: [CH3:32][N:33]([CH3:38])[S:34]([NH:37][C:4](=[O:5])[C:3]1[CH:7]=[C:8]([F:12])[C:9]([F:11])=[CH:10][C:2]=1[F:1])(=[O:36])=[O:35]. The catalyst class is: 119. (5) Reactant: [O-]CC.[Na+].C(O)(=O)C.[CH:9]([NH2:11])=[NH:10].C([O:14][C:15](=O)[CH:16]([CH2:22][CH3:23])[C:17](OCC)=[O:18])C. Product: [CH2:22]([C:16]1[C:17]([OH:18])=[N:10][CH:9]=[N:11][C:15]=1[OH:14])[CH3:23]. The catalyst class is: 8. (6) Reactant: Cl.[NH2:2][CH:3]([CH2:8][OH:9])[C:4]([O:6][CH3:7])=[O:5].C(N(CC)CC)C.[C:17](O[C:17]([O:19][C:20]([CH3:23])([CH3:22])[CH3:21])=[O:18])([O:19][C:20]([CH3:23])([CH3:22])[CH3:21])=[O:18]. Product: [C:20]([O:19][C:17]([NH:2][CH:3]([CH2:8][OH:9])[C:4]([O:6][CH3:7])=[O:5])=[O:18])([CH3:23])([CH3:22])[CH3:21]. The catalyst class is: 1. (7) Reactant: Br[C:2]1[C:3]([O:11][CH3:12])=[CH:4][C:5]([O:9][CH3:10])=[C:6]([CH:8]=1)[NH2:7].C([Sn](CCCC)(CCCC)[C:18]1[O:19][CH:20]=[CH:21][N:22]=1)CCC. Product: [CH3:10][O:9][C:5]1[CH:4]=[C:3]([O:11][CH3:12])[C:2]([C:18]2[O:19][CH:20]=[CH:21][N:22]=2)=[CH:8][C:6]=1[NH2:7]. The catalyst class is: 752. (8) Reactant: [CH:1]1([N:4]2[CH2:8][CH2:7][C:6]3([CH2:12][CH2:11]N[CH2:9]3)[CH2:5]2)[CH2:3][CH2:2]1.C(O[C:18]([NH:20][CH:21]1[CH2:30][CH2:29][C:28]2C=C(C(O)=O)C=C[C:23]=2[CH2:22]1)=O)(C)(C)C.CN(C(ON1N=NC2C=CC=NC1=2)=[N+](C)C)C.F[P-](F)(F)(F)(F)F.CCN(C(C)C)C(C)C.N1CCCCC1. Product: [CH3:18][NH:20][CH:21]1[CH2:30][CH2:29][C:28]2[C:23](=[CH:11][CH:12]=[C:6]([CH2:5][N:4]3[CH2:1][CH2:3][CH2:2][CH2:7][CH2:8]3)[CH:9]=2)[CH2:22]1. The catalyst class is: 56. (9) Reactant: [Br:1][C:2]1[C:6]2=[N:7][CH:8]=[CH:9][CH:10]=[C:5]2[NH:4][N:3]=1.[Cl:11][C:12]1[CH:20]=[CH:19][CH:18]=[C:17]([C:21]([F:24])([F:23])[F:22])[C:13]=1[C:14](Cl)=[O:15].C(Cl)Cl. Product: [Br:1][C:2]1[C:6]2=[N:7][CH:8]=[CH:9][CH:10]=[C:5]2[N:4]([C:14]([C:13]2[C:17]([C:21]([F:22])([F:23])[F:24])=[CH:18][CH:19]=[CH:20][C:12]=2[Cl:11])=[O:15])[N:3]=1. The catalyst class is: 850. (10) Reactant: C(Cl)(=O)C(Cl)=O.CS(C)=O.[Cl:11][C:12]1[CH:17]=[C:16]([C:18]2[CH:23]=[N:22][CH:21]=[C:20]([CH3:24])[N:19]=2)[CH:15]=[CH:14][C:13]=1[C:25]1[C:36](=[O:37])[N:35]([CH2:38][CH2:39][OH:40])[C:28]2[N:29]=[C:30]([S:33][CH3:34])[N:31]=[CH:32][C:27]=2[CH:26]=1.ClC1C(C=O)=CN=C(SC)N=1. Product: [Cl:11][C:12]1[CH:17]=[C:16]([C:18]2[CH:23]=[N:22][CH:21]=[C:20]([CH3:24])[N:19]=2)[CH:15]=[CH:14][C:13]=1[C:25]1[C:36](=[O:37])[N:35]([CH2:38][CH:39]=[O:40])[C:28]2[N:29]=[C:30]([S:33][CH3:34])[N:31]=[CH:32][C:27]=2[CH:26]=1. The catalyst class is: 2.